From a dataset of Full USPTO retrosynthesis dataset with 1.9M reactions from patents (1976-2016). Predict the reactants needed to synthesize the given product. (1) The reactants are: [Cl:1][C:2]1[CH:7]=[C:6]2[NH:8][C:9](=[O:28])[C:10]3([CH:15]([C:16]4[CH:21]=[CH:20][CH:19]=[C:18]([Cl:22])[CH:17]=4)[CH2:14][C:13](=[O:23])[NH:12][CH:11]3[C:24](=C)[CH2:25][CH3:26])[C:5]2=[CH:4][CH:3]=1.[O:29]=[O+][O-]. Given the product [Cl:1][C:2]1[CH:7]=[C:6]2[NH:8][C:9](=[O:28])[C:10]3([CH:15]([C:16]4[CH:21]=[CH:20][CH:19]=[C:18]([Cl:22])[CH:17]=4)[CH2:14][C:13](=[O:23])[NH:12][CH:11]3[C:24](=[O:29])[CH2:25][CH3:26])[C:5]2=[CH:4][CH:3]=1, predict the reactants needed to synthesize it. (2) Given the product [C:38]([NH:37][C:34]1[CH:35]=[CH:36][C:31]([C:2]2[N:7]=[CH:6][C:5]([O:8][CH2:9][CH:10]3[CH2:15][CH2:14][N:13]([C:16]([O:18][C:19]([CH3:22])([CH3:21])[CH3:20])=[O:17])[CH2:12][CH2:11]3)=[CH:4][CH:3]=2)=[CH:32][CH:33]=1)(=[O:40])[CH3:39], predict the reactants needed to synthesize it. The reactants are: Cl[C:2]1[N:7]=[CH:6][C:5]([O:8][CH2:9][CH:10]2[CH2:15][CH2:14][N:13]([C:16]([O:18][C:19]([CH3:22])([CH3:21])[CH3:20])=[O:17])[CH2:12][CH2:11]2)=[CH:4][CH:3]=1.CC1(C)C(C)(C)OB([C:31]2[CH:36]=[CH:35][C:34]([NH:37][C:38](=[O:40])[CH3:39])=[CH:33][CH:32]=2)O1.C(=O)([O-])[O-].[K+].[K+].O1CCOCC1. (3) The reactants are: Cl.[NH2:2][CH2:3][C:4]1[CH:9]=[CH:8][C:7]([NH:10]/[C:11](=[C:18]2\[C:19](=[O:30])[NH:20][C:21]3[C:26]\2=[CH:25][C:24]([N+:27]([O-:29])=[O:28])=[CH:23][CH:22]=3)/[C:12]2[CH:17]=[CH:16][CH:15]=[CH:14][CH:13]=2)=[CH:6][CH:5]=1.[CH:31](=O)[CH2:32][CH3:33].C([BH3-])#N.[Na+]. Given the product [CH2:31]([NH:2][CH2:3][C:4]1[CH:5]=[CH:6][C:7]([NH:10]/[C:11](=[C:18]2\[C:19](=[O:30])[NH:20][C:21]3[C:26]\2=[CH:25][C:24]([N+:27]([O-:29])=[O:28])=[CH:23][CH:22]=3)/[C:12]2[CH:13]=[CH:14][CH:15]=[CH:16][CH:17]=2)=[CH:8][CH:9]=1)[CH2:32][CH3:33], predict the reactants needed to synthesize it. (4) Given the product [OH:13][CH:12]([C:3]1[C:2]([CH3:1])=[CH:11][C:6]2[C:7](=[O:10])[O:8][CH2:9][C:5]=2[CH:4]=1)[CH2:14][N:20]1[CH2:19][CH2:18][N:17]([CH:22]2[CH2:31][CH2:30][C:29]3[CH:28]=[C:27]([C:32]#[N:33])[CH:26]=[CH:25][C:24]=3[CH2:23]2)[C:16](=[O:15])[CH2:21]1, predict the reactants needed to synthesize it. The reactants are: [CH3:1][C:2]1[C:3]([CH:12]2[CH2:14][O:13]2)=[CH:4][C:5]2[CH2:9][O:8][C:7](=[O:10])[C:6]=2[CH:11]=1.[O:15]=[C:16]1[CH2:21][NH:20][CH2:19][CH2:18][N:17]1[CH:22]1[CH2:31][CH2:30][C:29]2[CH:28]=[C:27]([C:32]#[N:33])[CH:26]=[CH:25][C:24]=2[CH2:23]1.